Dataset: hERG potassium channel inhibition data for cardiac toxicity prediction from Karim et al.. Task: Regression/Classification. Given a drug SMILES string, predict its toxicity properties. Task type varies by dataset: regression for continuous values (e.g., LD50, hERG inhibition percentage) or binary classification for toxic/non-toxic outcomes (e.g., AMES mutagenicity, cardiotoxicity, hepatotoxicity). Dataset: herg_karim. (1) The compound is Cc1cc2cc(-c3ccc(N4C[C@@H]5C[C@H]4CN5C)nn3)ccc2[nH]1. The result is 0 (non-blocker). (2) The drug is CC1(C)C[C@@H](NC(=O)c2ccccc2N)c2cc(-c3ccc(Cl)cc3)c(-c3ccc(Cl)cc3Cl)nc2O1. The result is 0 (non-blocker). (3) The molecule is C[NH+]1CCC[C@@H]1c1cccnc1. The result is 0 (non-blocker). (4) The result is 0 (non-blocker). The molecule is C[C@@H]1CN(c2nnc(C(F)(F)F)o2)CCN1c1ncc(OCc2ccc(OS(C)(=O)=O)cc2F)cn1. (5) The compound is CCOC(=O)C1=C(CN2CCOCC2)NC(c2nccs2)=NC1c1ccccc1[N+](=O)[O-]. The result is 1 (blocker). (6) The drug is O=C(O)CC(NC(=O)NC1CCN(Cc2ccn(-c3ccc(C(F)(F)F)cc3)c2)CC1)c1ccccc1. The result is 0 (non-blocker). (7) The molecule is Fc1ccc2[nH]c(-c3ccccc3)c([C@@H]3C[NH2+]CC[C@@H]3F)c2c1. The result is 1 (blocker). (8) The molecule is FC(F)(F)c1c(OC[C@H]2C[C@@H]2c2ccc(Cl)cc2)ccn2c(CC3CC3)nnc12. The result is 1 (blocker). (9) The molecule is CNc1cc(Nc2cnc(C#N)c(O[C@H](C)CN(C)C)n2)ncc1C1CC1. The result is 1 (blocker). (10) The drug is CCn1c(=O)oc2ccc(-c3ccc(C[C@@H](C#N)NC(=O)[C@@H]4CNCCCO4)cc3)cc21. The result is 0 (non-blocker).